This data is from Reaction yield outcomes from USPTO patents with 853,638 reactions. The task is: Predict the reaction yield, written as a fraction of the theoretical maximum amount of product (1.0 means a 100% yield; for example, 0.34 means a 34% yield). (1) The reactants are [NH2:1][C:2]1[CH:7]=[C:6]([C:8](=[O:10])[CH3:9])[CH:5]=[CH:4][N:3]=1.[BH4-].[Na+]. The catalyst is CO. The product is [NH2:1][C:2]1[CH:7]=[C:6]([CH:8]([OH:10])[CH3:9])[CH:5]=[CH:4][N:3]=1. The yield is 0.450. (2) The yield is 0.910. The product is [Cl:17][C:18]1[CH:23]=[C:22]([Cl:24])[CH:21]=[CH:20][C:19]=1[O:25][C:2]1[CH:7]=[CH:6][CH:5]=[CH:4][C:3]=1[N+:8]([O-:10])=[O:9]. The reactants are F[C:2]1[CH:7]=[CH:6][CH:5]=[CH:4][C:3]=1[N+:8]([O-:10])=[O:9].C(=O)([O-])[O-].[K+].[K+].[Cl:17][C:18]1[CH:23]=[C:22]([Cl:24])[CH:21]=[CH:20][C:19]=1[OH:25]. The catalyst is CN(C)C=O. (3) The reactants are [Cl:1][C:2]1[CH:10]=[CH:9][C:5]([C:6](O)=[O:7])=[C:4]([NH:11][S:12]([C:15]2[CH:20]=[CH:19][C:18]([Cl:21])=[C:17]([C:22]([F:25])([F:24])[F:23])[CH:16]=2)(=[O:14])=[O:13])[CH:3]=1.C(=O)=O.Cl.[CH3:30][NH:31][O:32][CH3:33].O. The catalyst is C1COCC1.CCOC(C)=O. The product is [Cl:1][C:2]1[CH:10]=[CH:9][C:5]([C:6]([N:31]([O:32][CH3:33])[CH3:30])=[O:7])=[C:4]([NH:11][S:12]([C:15]2[CH:20]=[CH:19][C:18]([Cl:21])=[C:17]([C:22]([F:24])([F:25])[F:23])[CH:16]=2)(=[O:14])=[O:13])[CH:3]=1. The yield is 0.730. (4) The reactants are COC(C)(C)C.[C:7]([NH:26][C@H:27]([C@H:33]([OH:49])[CH2:34][CH2:35][CH2:36][CH2:37][CH2:38][CH2:39][CH2:40][CH2:41][CH2:42][CH2:43][CH2:44][CH2:45][CH2:46][CH2:47][CH3:48])[C:28](OCC)=[O:29])(=[O:25])[CH2:8][CH2:9][CH2:10][CH2:11][CH2:12][CH2:13][CH2:14][CH2:15][CH2:16][CH2:17][CH2:18][CH2:19][CH2:20][CH2:21][CH2:22][CH2:23][CH3:24].[BH4-].[Na+]. The catalyst is O. The product is [C:7]([NH:26][C@H:27]([C@H:33]([OH:49])[CH2:34][CH2:35][CH2:36][CH2:37][CH2:38][CH2:39][CH2:40][CH2:41][CH2:42][CH2:43][CH2:44][CH2:45][CH2:46][CH2:47][CH3:48])[CH2:28][OH:29])(=[O:25])[CH2:8][CH2:9][CH2:10][CH2:11][CH2:12][CH2:13][CH2:14][CH2:15][CH2:16][CH2:17][CH2:18][CH2:19][CH2:20][CH2:21][CH2:22][CH2:23][CH3:24]. The yield is 0.930. (5) The reactants are [OH:1][C:2]([CH2:13][C:14]1[C:22]2[C:17](=[CH:18][CH:19]=[CH:20][CH:21]=2)[NH:16][CH:15]=1)([C:10]([OH:12])=[O:11])[CH2:3][C:4](=[N:8][OH:9])[C:5]([OH:7])=[O:6].Cl.C(=O)([O-])[O-].[Na+].[Na+].C(OCC)(=O)C. The catalyst is O. The product is [OH:1][C@:2]([CH2:13][C:14]1[C:22]2[C:17](=[CH:18][CH:19]=[CH:20][CH:21]=2)[NH:16][CH:15]=1)([C:10]([OH:12])=[O:11])[CH2:3][C:4](=[N:8][OH:9])[C:5]([OH:7])=[O:6]. The yield is 0.727. (6) The reactants are [F:1][C:2]1[CH:16]=[CH:15][C:14]([F:17])=[CH:13][C:3]=1[CH2:4][C:5]1[O:9][N:8]=[C:7]([C:10]([OH:12])=O)[CH:6]=1.[Cl:18][C:19]1[CH:27]=[C:26]2[C:22]([C:23]([CH2:28][CH2:29][NH2:30])=[CH:24][NH:25]2)=[CH:21][C:20]=1[CH3:31].CN(C(ON1N=NC2C=CC=NC1=2)=[N+](C)C)C.F[P-](F)(F)(F)(F)F.C(N(CC)C(C)C)(C)C. The catalyst is CN(C=O)C. The product is [Cl:18][C:19]1[CH:27]=[C:26]2[C:22]([C:23]([CH2:28][CH2:29][NH:30][C:10]([C:7]3[CH:6]=[C:5]([CH2:4][C:3]4[CH:13]=[C:14]([F:17])[CH:15]=[CH:16][C:2]=4[F:1])[O:9][N:8]=3)=[O:12])=[CH:24][NH:25]2)=[CH:21][C:20]=1[CH3:31]. The yield is 0.0200. (7) The reactants are FC(F)(F)S([O-])(=O)=O.[Br:9][C:10]1[CH:11]=[C:12]2[C:17](=[CH:18][CH:19]=1)[CH:16]=[N+:15]([CH3:20])[CH:14]=[CH:13]2.CC1C(Br)=C(O)C(Br)=CC=1C1(C2C=C(Br)C(O)=C(Br)C=2C)OS(=O)(=O)C2C=CC=CC1=2.[BH4-].[Na+].Cl.[OH-].[Na+]. The catalyst is CO.C(O)(=O)C.O. The product is [Br:9][C:10]1[CH:11]=[C:12]2[C:17](=[CH:18][CH:19]=1)[CH2:16][N:15]([CH3:20])[CH2:14][CH2:13]2. The yield is 0.990. (8) The reactants are [C:1]([OH:13])(=[O:12])/[CH:2]=[CH:3]/[C:4]1[CH:11]=[CH:10][C:8]([OH:9])=[C:6]([OH:7])[CH:5]=1.[CH3:14]C1C=CC(S(O)(=O)=O)=CC=1.COC(OC)(C)C. The catalyst is CO. The product is [C:1]([O:13][CH3:14])(=[O:12])/[CH:2]=[CH:3]/[C:4]1[CH:11]=[CH:10][C:8]([OH:9])=[C:6]([OH:7])[CH:5]=1. The yield is 0.980. (9) The reactants are [CH2:1]([NH:3][NH:4][C:5]([O:7][C:8]([CH3:11])([CH3:10])[CH3:9])=[O:6])[CH3:2].[Si]([S:16][C:17]#[N:18])(C)(C)C. The catalyst is C(OCC)(=O)C. The product is [C:17]([N:3]([CH2:1][CH3:2])[NH:4][C:5]([O:7][C:8]([CH3:10])([CH3:9])[CH3:11])=[O:6])(=[S:16])[NH2:18]. The yield is 0.480. (10) The reactants are [CH2:1]([N:3]([CH2:37][CH3:38])[CH2:4][CH2:5][CH2:6][NH:7][C:8]1[N:9]=[C:10]([C:27]2[CH:28]=[C:29]([CH:33]=[CH:34][C:35]=2[CH3:36])[C:30](O)=[O:31])[C:11]2[CH:17]=[CH:16][C:15](=[O:18])[N:14]([C:19]3[C:24]([F:25])=[CH:23][CH:22]=[CH:21][C:20]=3[F:26])[C:12]=2[N:13]=1)[CH3:2].CN(C(ON1N=NC2C=CC=CC1=2)=[N+](C)C)C.F[P-](F)(F)(F)(F)F.C(N(CC)CC)C.[C:70]1([C@H:76]([NH2:78])[CH3:77])[CH:75]=[CH:74][CH:73]=[CH:72][CH:71]=1. The catalyst is CN(C=O)C. The product is [CH2:37]([N:3]([CH2:1][CH3:2])[CH2:4][CH2:5][CH2:6][NH:7][C:8]1[N:9]=[C:10]([C:27]2[CH:28]=[C:29]([CH:33]=[CH:34][C:35]=2[CH3:36])[C:30]([NH:78][C@@H:76]([C:70]2[CH:75]=[CH:74][CH:73]=[CH:72][CH:71]=2)[CH3:77])=[O:31])[C:11]2[CH:17]=[CH:16][C:15](=[O:18])[N:14]([C:19]3[C:24]([F:25])=[CH:23][CH:22]=[CH:21][C:20]=3[F:26])[C:12]=2[N:13]=1)[CH3:38]. The yield is 0.450.